From a dataset of Reaction yield outcomes from USPTO patents with 853,638 reactions. Predict the reaction yield, written as a fraction of the theoretical maximum amount of product (1.0 means a 100% yield; for example, 0.34 means a 34% yield). (1) The reactants are S(Cl)([Cl:3])=O.[CH2:5]([C:7]1[C:8]([NH:29][CH2:30][C@@H:31]([C:43]([OH:45])=[O:44])[NH:32][C:33]([O:35][CH2:36][C:37]2[CH:42]=[CH:41][CH:40]=[CH:39][CH:38]=2)=[O:34])=[N:9][CH:10]=[N:11][C:12]=1[N:13]1[CH2:18][CH2:17][CH:16]([C:19]2[N:28]=[C:27]3[C:22]([CH2:23][CH2:24][CH2:25][NH:26]3)=[CH:21][CH:20]=2)[CH2:15][CH2:14]1)[CH3:6].[CH2:46](O)[CH3:47]. No catalyst specified. The product is [ClH:3].[ClH:3].[CH2:5]([C:7]1[C:8]([NH:29][CH2:30][C@@H:31]([C:43]([O:45][CH2:46][CH3:47])=[O:44])[NH:32][C:33]([O:35][CH2:36][C:37]2[CH:38]=[CH:39][CH:40]=[CH:41][CH:42]=2)=[O:34])=[N:9][CH:10]=[N:11][C:12]=1[N:13]1[CH2:14][CH2:15][CH:16]([C:19]2[N:28]=[C:27]3[C:22]([CH2:23][CH2:24][CH2:25][NH:26]3)=[CH:21][CH:20]=2)[CH2:17][CH2:18]1)[CH3:6]. The yield is 0.950. (2) The reactants are Br[C:2]1[CH:3]=[CH:4][C:5]([NH:8][C@H:9]2[CH2:13][CH2:12][N:11]([CH:14]3[CH2:19][CH2:18][N:17]([C:20]4[S:24][N:23]=[C:22]([CH:25]([CH3:27])[CH3:26])[N:21]=4)[CH2:16][CH2:15]3)[C:10]2=[O:28])=[N:6][CH:7]=1.[CH3:29][S:30]([O-:32])=[O:31].[Na+].[C@@H]1(N)CCCC[C@H]1N.O. The catalyst is CS(C)=O. The product is [CH:25]([C:22]1[N:21]=[C:20]([N:17]2[CH2:18][CH2:19][CH:14]([N:11]3[CH2:12][CH2:13][C@H:9]([NH:8][C:5]4[CH:4]=[CH:3][C:2]([S:30]([CH3:29])(=[O:32])=[O:31])=[CH:7][N:6]=4)[C:10]3=[O:28])[CH2:15][CH2:16]2)[S:24][N:23]=1)([CH3:27])[CH3:26]. The yield is 0.647. (3) The reactants are C[O:2][C:3](=[O:20])[CH2:4][CH2:5][CH2:6][CH2:7][CH2:8][O:9][C:10]1[CH:15]=[CH:14][C:13]([NH:16]C(=O)C)=[CH:12][CH:11]=1.[ClH:21]. No catalyst specified. The product is [ClH:21].[NH2:16][C:13]1[CH:12]=[CH:11][C:10]([O:9][CH2:8][CH2:7][CH2:6][CH2:5][CH2:4][C:3]([OH:20])=[O:2])=[CH:15][CH:14]=1. The yield is 0.556. (4) The reactants are [O:1]([C:8]1[CH:13]=[CH:12][C:11]([NH:14][C:15]2[N:20]=[CH:19][N:18]=[C:17]([NH:21][C:22]3[CH:23]=[C:24]([NH2:28])[CH:25]=[CH:26][CH:27]=3)[CH:16]=2)=[CH:10][CH:9]=1)[C:2]1[CH:7]=[CH:6][CH:5]=[CH:4][CH:3]=1.C(N(CC)CC)C.[C:36](Cl)(=[O:39])[CH:37]=[CH2:38]. The catalyst is C1COCC1. The product is [O:1]([C:8]1[CH:9]=[CH:10][C:11]([NH:14][C:15]2[N:20]=[CH:19][N:18]=[C:17]([NH:21][C:22]3[CH:23]=[C:24]([NH:28][C:36](=[O:39])[CH:37]=[CH2:38])[CH:25]=[CH:26][CH:27]=3)[CH:16]=2)=[CH:12][CH:13]=1)[C:2]1[CH:3]=[CH:4][CH:5]=[CH:6][CH:7]=1. The yield is 0.400. (5) The reactants are [Br:1][C:2]1[N:3]=[C:4]([C:7]2[CH:12]=[CH:11][N:10]=[C:9](Cl)[N:8]=2)[S:5][CH:6]=1.C(=O)([O-])[O-].[K+].[K+].[NH:20]1[CH2:25][CH2:24][O:23][CH2:22][CH2:21]1. The catalyst is CCO. The product is [Br:1][C:2]1[N:3]=[C:4]([C:7]2[CH:12]=[CH:11][N:10]=[C:9]([N:20]3[CH2:25][CH2:24][O:23][CH2:22][CH2:21]3)[N:8]=2)[S:5][CH:6]=1. The yield is 0.305. (6) The reactants are [CH3:1][C:2]1[CH2:11][CH:10]=[C:9]2[C:4]([CH3:14])([CH2:5][CH2:6][CH2:7][C:8]2([CH3:13])[CH3:12])[C:3]=1[CH2:15][CH:16]=[O:17].[H-].[H-].[H-].[H-].[Li+].[Al+3].O.[OH-].[Na+]. The catalyst is CCOCC. The product is [CH3:1][C:2]1[CH2:11][CH:10]=[C:9]2[C:4]([CH3:14])([CH2:5][CH2:6][CH2:7][C:8]2([CH3:12])[CH3:13])[C:3]=1[CH2:15][CH2:16][OH:17]. The yield is 0.900. (7) The catalyst is C(O)C. The reactants are [F:1][CH:2]1[C:7]([C:8]2[C:16]3[C:11](=[CH:12][CH:13]=[C:14]([NH2:17])[CH:15]=3)[NH:10][CH:9]=2)=[CH:6][CH2:5][N:4]([CH3:18])[CH2:3]1.I.CS[C:22]([C:24]1[S:25][CH:26]=[CH:27][CH:28]=1)=[NH:23]. The yield is 0.580. The product is [F:1][CH:2]1[C:7]([C:8]2[C:16]3[C:11](=[CH:12][CH:13]=[C:14]([NH:17][C:22]([C:24]4[S:25][CH:26]=[CH:27][CH:28]=4)=[NH:23])[CH:15]=3)[NH:10][CH:9]=2)=[CH:6][CH2:5][N:4]([CH3:18])[CH2:3]1.